From a dataset of Reaction yield outcomes from USPTO patents with 853,638 reactions. Predict the reaction yield, written as a fraction of the theoretical maximum amount of product (1.0 means a 100% yield; for example, 0.34 means a 34% yield). (1) The reactants are [Cl:1][C:2]1[C:7]([Cl:8])=[CH:6][CH:5]=[CH:4][C:3]=1[NH:9]N=C1CCCCC1=O.OS(O)(=O)=O.[C:23]([O-:26])(O)=O.[Na+]. The catalyst is CC#N. The product is [Cl:8][C:7]1[C:2]([Cl:1])=[C:3]2[C:4]([C:2]3[CH2:3][CH2:4][CH2:5][C:23](=[O:26])[C:7]=3[NH:9]2)=[CH:5][CH:6]=1. The yield is 0.600. (2) The reactants are Br[C:2]1[CH:7]=[CH:6][C:5](/[CH:8]=[CH:9]/[C:10]2[NH:11][CH:12]=[C:13]([C:15]3[CH:20]=[CH:19][C:18]([Cl:21])=[CH:17][C:16]=3[Cl:22])[N:14]=2)=[CH:4][CH:3]=1.C[O:24][C:25](=[O:30])[CH2:26][CH2:27][C:28]#[CH:29]. No catalyst specified. The product is [Cl:22][C:16]1[CH:17]=[C:18]([Cl:21])[CH:19]=[CH:20][C:15]=1[C:13]1[N:14]=[C:10](/[CH:9]=[CH:8]/[C:5]2[CH:6]=[CH:7][C:2]([C:29]#[C:28][CH2:27][CH2:26][C:25]([OH:30])=[O:24])=[CH:3][CH:4]=2)[NH:11][CH:12]=1. The yield is 0.290. (3) The reactants are [OH:1][C:2]1[CH:9]=[CH:8][C:7]([O:10][CH3:11])=[CH:6][C:3]=1[CH:4]=[O:5].Cl[CH2:13][C:14]1[CH:22]=[CH:21][CH:20]=[C:19]2[C:15]=1[CH:16]=[N:17][N:18]2[CH3:23].C([O-])([O-])=O.[K+].[K+]. The catalyst is CC#N. The product is [CH3:11][O:10][C:7]1[CH:8]=[CH:9][C:2]([O:1][CH2:13][C:14]2[CH:22]=[CH:21][CH:20]=[C:19]3[C:15]=2[CH:16]=[N:17][N:18]3[CH3:23])=[C:3]([CH:6]=1)[CH:4]=[O:5]. The yield is 0.810. (4) The reactants are [CH3:1][C:2]1[C:6]([C:7](=[O:9])[CH3:8])=[C:5]([CH3:10])[O:4][N:3]=1.CC(O)=O.[Br:15]Br. The catalyst is C(Cl)(Cl)(Cl)Cl. The product is [Br:15][CH2:8][C:7]([C:6]1[C:2]([CH3:1])=[N:3][O:4][C:5]=1[CH3:10])=[O:9]. The yield is 0.510. (5) The reactants are [C:1]([CH2:3][C:4]([OH:6])=[O:5])#[N:2].[C:7](O)([CH3:10])([CH3:9])[CH3:8].C1CCC(N=C=NC2CCCCC2)CC1. The catalyst is CC#N.CO. The product is [C:1]([CH2:3][C:4]([O:6][C:7]([CH3:10])([CH3:9])[CH3:8])=[O:5])#[N:2]. The yield is 0.650.